From a dataset of Forward reaction prediction with 1.9M reactions from USPTO patents (1976-2016). Predict the product of the given reaction. (1) Given the reactants Cl.Cl.C([N:10]1[CH2:15][CH2:14][N:13]([C:16]([CH3:19])([CH3:18])[CH3:17])[CH2:12][CH2:11]1)C1C=CC=CC=1, predict the reaction product. The product is: [C:16]([N:13]1[CH2:14][CH2:15][NH:10][CH2:11][CH2:12]1)([CH3:19])([CH3:18])[CH3:17]. (2) Given the reactants [CH3:1][O:2][C:3]1[CH:4]=[C:5]([CH:21]=[CH:22][C:23]=1[O:24][CH3:25])[CH2:6][CH:7]1[C:16]2[C:11](=[C:12]([O:19][CH3:20])[CH:13]=[CH:14][C:15]=2[O:17][CH3:18])[CH2:10][CH2:9][NH:8]1.Br[CH2:27][C:28](Br)=[O:29].[CH3:31][O:32][C:33]1[CH:34]=[C:35]([CH2:41][CH2:42][NH2:43])[CH:36]=[CH:37][C:38]=1[O:39][CH3:40], predict the reaction product. The product is: [CH3:1][O:2][C:3]1[CH:4]=[C:5]([CH:21]=[CH:22][C:23]=1[O:24][CH3:25])[CH2:6][CH:7]1[C:16]2[C:11](=[C:12]([O:19][CH3:20])[CH:13]=[CH:14][C:15]=2[O:17][CH3:18])[CH2:10][CH2:9][N:8]1[CH2:27][C:28]([NH:43][CH2:42][CH2:41][C:35]1[CH:36]=[CH:37][C:38]([O:39][CH3:40])=[C:33]([O:32][CH3:31])[CH:34]=1)=[O:29]. (3) Given the reactants [Br:1][C:2]1[C:15]([I:16])=[CH:14][C:13]2[C:12](=O)[C:11]3[C:6](=[CH:7][C:8]([CH2:30][CH2:31][CH2:32][CH2:33][CH2:34][CH2:35][CH2:36][CH2:37][CH2:38][CH2:39][CH2:40][CH3:41])=[C:9]([CH2:18][CH2:19][CH2:20][CH2:21][CH2:22][CH2:23][CH2:24][CH2:25][CH2:26][CH2:27][CH2:28][CH3:29])[CH:10]=3)[C:5](=O)[C:4]=2[CH:3]=1.[H-].C([Al+]C(C)C)(C)C.Cl.[Cl-].[Na+], predict the reaction product. The product is: [Br:1][C:2]1[C:15]([I:16])=[CH:14][C:13]2[C:4](=[CH:5][C:6]3[C:11]([CH:12]=2)=[CH:10][C:9]([CH2:18][CH2:19][CH2:20][CH2:21][CH2:22][CH2:23][CH2:24][CH2:25][CH2:26][CH2:27][CH2:28][CH3:29])=[C:8]([CH2:30][CH2:31][CH2:32][CH2:33][CH2:34][CH2:35][CH2:36][CH2:37][CH2:38][CH2:39][CH2:40][CH3:41])[CH:7]=3)[CH:3]=1. (4) Given the reactants [CH3:1][O:2][CH2:3][CH2:4][C:5]1[N:6]([CH2:19][CH2:20][O:21][CH2:22][CH2:23][NH:24][C:25](=[O:31])[O:26][C:27]([CH3:30])([CH3:29])[CH3:28])[C:7]2[C:16]3[CH:15]=[CH:14][CH:13]=[CH:12][C:11]=3[N+:10]([O-])=[CH:9][C:8]=2[N:18]=1.[NH4+:32].[OH-].C1(C)C=CC(S(Cl)(=O)=O)=CC=1, predict the reaction product. The product is: [NH2:32][C:9]1[C:8]2[N:18]=[C:5]([CH2:4][CH2:3][O:2][CH3:1])[N:6]([CH2:19][CH2:20][O:21][CH2:22][CH2:23][NH:24][C:25](=[O:31])[O:26][C:27]([CH3:30])([CH3:29])[CH3:28])[C:7]=2[C:16]2[CH:15]=[CH:14][CH:13]=[CH:12][C:11]=2[N:10]=1. (5) The product is: [OH:1][CH:2]1[C:14]2[C:13]([C:15]([NH:17][C:18]3[CH:23]=[CH:22][CH:21]=[CH:20][C:19]=3[CH3:24])=[O:16])=[CH:12][CH:11]=[CH:10][C:9]=2[C:8]2[C:3]1=[CH:4][CH:5]=[CH:6][CH:7]=2. Given the reactants [O:1]=[C:2]1[C:14]2[C:13]([C:15]([NH:17][C:18]3[CH:23]=[CH:22][CH:21]=[CH:20][C:19]=3[CH3:24])=[O:16])=[CH:12][CH:11]=[CH:10][C:9]=2[C:8]2[C:3]1=[CH:4][CH:5]=[CH:6][CH:7]=2.[BH4-].[Na+], predict the reaction product. (6) Given the reactants [NH2:1][C:2]1[CH:7]=[CH:6][C:5]([NH:8]/[C:9](=[C:16]2\[C:17](=[O:25])[NH:18][C:19]3[C:24]\2=[CH:23][CH:22]=[CH:21][CH:20]=3)/[C:10]2[CH:15]=[CH:14][CH:13]=[CH:12][CH:11]=2)=[CH:4][CH:3]=1.[CH2:26]([N:28]=[C:29]=[O:30])[CH3:27], predict the reaction product. The product is: [CH2:26]([NH:28][C:29]([NH:1][C:2]1[CH:7]=[CH:6][C:5]([NH:8]/[C:9](=[C:16]2\[C:17](=[O:25])[NH:18][C:19]3[C:24]\2=[CH:23][CH:22]=[CH:21][CH:20]=3)/[C:10]2[CH:15]=[CH:14][CH:13]=[CH:12][CH:11]=2)=[CH:4][CH:3]=1)=[O:30])[CH3:27].